Predict the product of the given reaction. From a dataset of Forward reaction prediction with 1.9M reactions from USPTO patents (1976-2016). (1) Given the reactants [Cl:1][C:2]1[CH:3]=[C:4]([NH:8][C:9]([N:11]2[CH2:16][CH2:15][C:14]3[NH:17][N:18]=[C:19]([C:20](O)=[O:21])[C:13]=3[CH2:12]2)=[O:10])[CH:5]=[CH:6][CH:7]=1.[CH3:23][NH:24][OH:25].CCN(C(C)C)C(C)C.CN(C(ON1N=NC2C=CC=NC1=2)=[N+](C)C)C.F[P-](F)(F)(F)(F)F, predict the reaction product. The product is: [Cl:1][C:2]1[CH:3]=[C:4]([NH:8][C:9]([N:11]2[CH2:16][CH2:15][C:14]3[NH:17][N:18]=[C:19]([C:20]([N:24]([OH:25])[CH3:23])=[O:21])[C:13]=3[CH2:12]2)=[O:10])[CH:5]=[CH:6][CH:7]=1. (2) Given the reactants [CH3:1][O:2][C:3]1[CH:4]=[C:5]2[C:10](=[C:11]3[CH2:15][C:14]([CH3:17])([CH3:16])[O:13][C:12]=13)[C:9]([C:18]1[CH:23]=[CH:22][N+:21]([O-])=[CH:20][CH:19]=1)=[N:8][C:7]([CH3:26])([CH3:25])[CH2:6]2.P(Cl)(Cl)([Cl:29])=O.[OH-].[Na+], predict the reaction product. The product is: [Cl:29][C:22]1[CH:23]=[C:18]([C:9]2[C:10]3[C:5](=[CH:4][C:3]([O:2][CH3:1])=[C:12]4[O:13][C:14]([CH3:16])([CH3:17])[CH2:15][C:11]4=3)[CH2:6][C:7]([CH3:25])([CH3:26])[N:8]=2)[CH:19]=[CH:20][N:21]=1. (3) The product is: [NH2:37][C@H:38]1[CH2:43][CH2:42][CH2:41][N:40]([C:2]2[N:10]([C:11]3[CH:16]=[CH:15][CH:14]=[CH:13][CH:12]=3)[C:9]3[C:8](=[O:17])[N:7]([CH2:18][C:19]([C:21]4[CH:26]=[CH:25][CH:24]=[C:23]([O:27][CH3:28])[CH:22]=4)=[O:20])[CH:6]=[N:5][C:4]=3[C:3]=2[C:29]#[N:30])[CH2:39]1. Given the reactants Cl[C:2]1[N:10]([C:11]2[CH:16]=[CH:15][CH:14]=[CH:13][CH:12]=2)[C:9]2[C:8](=[O:17])[N:7]([CH2:18][C:19]([C:21]3[CH:26]=[CH:25][CH:24]=[C:23]([O:27][CH3:28])[CH:22]=3)=[O:20])[CH:6]=[N:5][C:4]=2[C:3]=1[C:29]#[N:30].C(OC(=O)[NH:37][C@H:38]1[CH2:43][CH2:42][CH2:41][NH:40][CH2:39]1)(C)(C)C, predict the reaction product.